This data is from Merck oncology drug combination screen with 23,052 pairs across 39 cell lines. The task is: Regression. Given two drug SMILES strings and cell line genomic features, predict the synergy score measuring deviation from expected non-interaction effect. (1) Drug 1: COc1cccc2c1C(=O)c1c(O)c3c(c(O)c1C2=O)CC(O)(C(=O)CO)CC3OC1CC(N)C(O)C(C)O1. Drug 2: O=C(NOCC(O)CO)c1ccc(F)c(F)c1Nc1ccc(I)cc1F. Cell line: SKMES1. Synergy scores: synergy=-5.78. (2) Drug 1: COc1cc(C2c3cc4c(cc3C(OC3OC5COC(C)OC5C(O)C3O)C3COC(=O)C23)OCO4)cc(OC)c1O. Drug 2: CC(C)CC(NC(=O)C(Cc1ccccc1)NC(=O)c1cnccn1)B(O)O. Cell line: A2780. Synergy scores: synergy=-1.47. (3) Drug 1: CCN(CC)CCNC(=O)c1c(C)[nH]c(C=C2C(=O)Nc3ccc(F)cc32)c1C. Drug 2: Cn1cc(-c2cnn3c(N)c(Br)c(C4CCCNC4)nc23)cn1. Cell line: LOVO. Synergy scores: synergy=3.41. (4) Drug 1: N#Cc1ccc(Cn2cncc2CN2CCN(c3cccc(Cl)c3)C(=O)C2)cc1. Drug 2: Nc1ccn(C2OC(CO)C(O)C2(F)F)c(=O)n1. Cell line: NCIH1650. Synergy scores: synergy=-4.34. (5) Drug 1: COC12C(COC(N)=O)C3=C(C(=O)C(C)=C(N)C3=O)N1CC1NC12. Drug 2: CCc1cnn2c(NCc3ccc[n+]([O-])c3)cc(N3CCCCC3CCO)nc12. Cell line: LOVO. Synergy scores: synergy=8.89. (6) Drug 1: N.N.O=C(O)C1(C(=O)O)CCC1.[Pt]. Drug 2: N#Cc1ccc(Cn2cncc2CN2CCN(c3cccc(Cl)c3)C(=O)C2)cc1. Cell line: HT29. Synergy scores: synergy=12.8. (7) Drug 1: N.N.O=C(O)C1(C(=O)O)CCC1.[Pt]. Drug 2: CNC(=O)c1cc(Oc2ccc(NC(=O)Nc3ccc(Cl)c(C(F)(F)F)c3)cc2)ccn1. Cell line: EFM192B. Synergy scores: synergy=-32.1.